Dataset: Catalyst prediction with 721,799 reactions and 888 catalyst types from USPTO. Task: Predict which catalyst facilitates the given reaction. (1) Reactant: [Cl:1][C:2]1[CH:9]=[CH:8][CH:7]=[C:6]([F:10])[C:3]=1[CH:4]=O.[N+:11]([C:13]1[CH:22]=[CH:21][C:16]2[O:17][CH2:18][CH2:19][O:20][C:15]=2[CH:14]=1)#[C-:12].[CH3:23][C:24]1[N:29]=[C:28]([NH2:30])[CH:27]=[CH:26][CH:25]=1.[Br-].C([N+]1C=CN(C)C=1)CCC. Product: [Cl:1][C:2]1[CH:9]=[CH:8][CH:7]=[C:6]([F:10])[C:3]=1[C:4]1[N:30]=[C:28]2[CH:27]=[CH:26][CH:25]=[C:24]([CH3:23])[N:29]2[C:12]=1[NH:11][C:13]1[CH:22]=[CH:21][C:16]2[O:17][CH2:18][CH2:19][O:20][C:15]=2[CH:14]=1. The catalyst class is: 238. (2) Reactant: [Br:1][C:2]1[CH:6]=[C:5]([N:7]2[CH2:11][CH2:10][CH2:9][C@@H:8]2[CH2:12][NH:13][CH3:14])[N:4]([CH3:15])[N:3]=1.C(N(CC)CC)C.[C:23](Cl)(=[O:25])[CH3:24]. Product: [Br:1][C:2]1[CH:6]=[C:5]([N:7]2[CH2:11][CH2:10][CH2:9][C@@H:8]2[CH2:12][N:13]([CH3:14])[C:23](=[O:25])[CH3:24])[N:4]([CH3:15])[N:3]=1. The catalyst class is: 7. (3) Reactant: [Cl:1][C:2]1[N:3]=[CH:4][C:5]2[NH:6][C:7](=[O:21])[C:8]3([CH2:20][CH2:19]3)[CH2:9][N:10]([CH:13]3[CH2:18][CH2:17][CH2:16][CH2:15][CH2:14]3)[C:11]=2[N:12]=1.[CH3:22]I.[H-].[Na+]. Product: [Cl:1][C:2]1[N:3]=[CH:4][C:5]2[N:6]([CH3:22])[C:7](=[O:21])[C:8]3([CH2:19][CH2:20]3)[CH2:9][N:10]([CH:13]3[CH2:18][CH2:17][CH2:16][CH2:15][CH2:14]3)[C:11]=2[N:12]=1. The catalyst class is: 44.